This data is from Catalyst prediction with 721,799 reactions and 888 catalyst types from USPTO. The task is: Predict which catalyst facilitates the given reaction. (1) Reactant: [C:1](OC(=O)C)(=[O:3])[CH3:2].[NH2:8][C:9]1[C:10]([CH3:37])=[C:11]([C:29]([OH:36])=[C:30]([C:32]([CH3:35])([CH3:34])[CH3:33])[CH:31]=1)[C:12]([NH:14][C:15]1[CH:20]=[CH:19][C:18]([S:21]([C:24]([F:27])([F:26])[F:25])(=[O:23])=[O:22])=[CH:17][C:16]=1[Cl:28])=[O:13].O. Product: [C:1]([NH:8][C:9]1[C:10]([CH3:37])=[C:11]([C:29]([OH:36])=[C:30]([C:32]([CH3:33])([CH3:34])[CH3:35])[CH:31]=1)[C:12]([NH:14][C:15]1[CH:20]=[CH:19][C:18]([S:21]([C:24]([F:27])([F:25])[F:26])(=[O:23])=[O:22])=[CH:17][C:16]=1[Cl:28])=[O:13])(=[O:3])[CH3:2]. The catalyst class is: 15. (2) Reactant: [OH:1][C:2]1[CH:3]=[C:4]2[C:8](=[CH:9][CH:10]=1)[NH:7][CH:6]=[CH:5]2.C([BH3-])#N.[Na+].B(F)(F)F.CCOCC. Product: [OH:1][C:2]1[CH:3]=[C:4]2[C:8](=[CH:9][CH:10]=1)[NH:7][CH2:6][CH2:5]2. The catalyst class is: 5. (3) Reactant: C[C@H](N)C1C=CC=CC=1.[CH2:10]([O:12][C:13]1[CH:14]=[C:15]([CH:27]=[CH:28][C:29]=1[O:30][CH2:31][CH3:32])[C:16]([C@H:18]1[CH2:26][CH:25]=[CH:24][CH2:23][C@H:19]1[C:20]([OH:22])=O)=O)[CH3:11].[ClH:33].Cl.[NH:35]1[CH2:40][CH2:39][CH:38]([NH:41][NH2:42])[CH2:37][CH2:36]1. Product: [ClH:33].[CH2:10]([O:12][C:13]1[CH:14]=[C:15]([C:16]2[C@@H:18]3[C@@H:19]([CH2:23][CH:24]=[CH:25][CH2:26]3)[C:20](=[O:22])[N:41]([CH:38]3[CH2:39][CH2:40][NH:35][CH2:36][CH2:37]3)[N:42]=2)[CH:27]=[CH:28][C:29]=1[O:30][CH2:31][CH3:32])[CH3:11]. The catalyst class is: 41. (4) Reactant: Br[C:2]1[CH:3]=[C:4]([F:23])[C:5]([O:8][CH2:9][C@@H:10]([N:12]2[C:20](=[O:21])[C:19]3[C:14](=[CH:15][CH:16]=[CH:17][CH:18]=3)[C:13]2=[O:22])[CH3:11])=[N:6][CH:7]=1.[C:24](=[O:31])([O:26][C:27]([CH3:30])([CH3:29])[CH3:28])[NH2:25].C1(P(C2C=CC=CC=2)C2C3OC4C(=CC=CC=4P(C4C=CC=CC=4)C4C=CC=CC=4)C(C)(C)C=3C=CC=2)C=CC=CC=1.C(=O)([O-])[O-].[Cs+].[Cs+]. Product: [O:22]=[C:13]1[C:14]2[C:19](=[CH:18][CH:17]=[CH:16][CH:15]=2)[C:20](=[O:21])[N:12]1[C@@H:10]([CH3:11])[CH2:9][O:8][C:5]1[N:6]=[CH:7][C:2]([NH:25][C:24](=[O:31])[O:26][C:27]([CH3:30])([CH3:29])[CH3:28])=[CH:3][C:4]=1[F:23]. The catalyst class is: 720.